From a dataset of Reaction yield outcomes from USPTO patents with 853,638 reactions. Predict the reaction yield, written as a fraction of the theoretical maximum amount of product (1.0 means a 100% yield; for example, 0.34 means a 34% yield). The reactants are CS(O)(=O)=O.[O:6]=[C:7]1[N:20]([CH:21]2[CH2:26][CH2:25][NH:24][CH2:23][CH2:22]2)[CH2:19][C:11]2[C:12]3[CH:13]=[N:14][NH:15][C:16]=3[CH:17]=[CH:18][C:10]=2[CH2:9][C@H:8]1[NH:27][C:28](=[O:37])[O:29][CH2:30][C:31]1[CH:36]=[CH:35][CH:34]=[CH:33][CH:32]=1.C(N(CC)CC)C.[C:45](OC(=O)C)(=[O:47])[CH3:46].C(=O)([O-])[O-].[K+].[K+]. The catalyst is ClCCl. The product is [C:45]([N:24]1[CH2:25][CH2:26][CH:21]([N:20]2[C:7](=[O:6])[C@H:8]([NH:27][C:28](=[O:37])[O:29][CH2:30][C:31]3[CH:36]=[CH:35][CH:34]=[CH:33][CH:32]=3)[CH2:9][C:10]3[CH:18]=[CH:17][C:16]4[NH:15][N:14]=[CH:13][C:12]=4[C:11]=3[CH2:19]2)[CH2:22][CH2:23]1)(=[O:47])[CH3:46]. The yield is 0.430.